Task: Predict the product of the given reaction.. Dataset: Forward reaction prediction with 1.9M reactions from USPTO patents (1976-2016) (1) Given the reactants [C:1]([OH:4])(=O)[CH3:2].Cl.Cl.[NH2:7][C@@H:8]([CH2:22][C:23]1[CH:28]=[CH:27][CH:26]=[C:25]([O:29][CH2:30][CH2:31][CH2:32][CH2:33][CH2:34][CH3:35])[CH:24]=1)[C@H:9]([OH:21])[CH2:10][NH:11][CH2:12][C:13]1[CH:18]=[CH:17][CH:16]=[C:15]([CH2:19][CH3:20])[CH:14]=1.CN(C(ON1N=NC2C=CC=NC1=2)=[N+](C)C)C.F[P-](F)(F)(F)(F)F.C(N(CC)C(C)C)(C)C, predict the reaction product. The product is: [CH2:19]([C:15]1[CH:14]=[C:13]([CH:18]=[CH:17][CH:16]=1)[CH2:12][NH:11][CH2:10][C@@H:9]([OH:21])[C@@H:8]([NH:7][C:1](=[O:4])[CH3:2])[CH2:22][C:23]1[CH:28]=[CH:27][CH:26]=[C:25]([O:29][CH2:30][CH2:31][CH2:32][CH2:33][CH2:34][CH3:35])[CH:24]=1)[CH3:20]. (2) The product is: [Cl:13][C:14]1[CH:19]=[C:18]([Cl:20])[CH:17]=[CH:16][C:15]=1[C:21]1([NH:24][C:2]2[C:3]3[N:4]([CH:10]=[CH:11][CH:12]=3)[N:5]=[CH:6][C:7]=2[C:8]#[N:9])[CH2:22][CH2:23]1. Given the reactants Cl[C:2]1[C:3]2[N:4]([CH:10]=[CH:11][CH:12]=2)[N:5]=[CH:6][C:7]=1[C:8]#[N:9].[Cl:13][C:14]1[CH:19]=[C:18]([Cl:20])[CH:17]=[CH:16][C:15]=1[C:21]1([NH2:24])[CH2:23][CH2:22]1.CCN(C(C)C)C(C)C, predict the reaction product. (3) Given the reactants FC1C=C(C=CC=1OCCN1CCCCC1)CNC1C=C(OC)C=CC=1C1C=CC2C(=CC=C(OC)C=2)C=1.[CH2:39]([N:41]([CH2:62][C:63]1[CH:68]=[CH:67][C:66]([O:69][CH2:70][CH2:71][N:72]2[CH2:77][CH2:76][CH2:75][CH2:74][CH2:73]2)=[C:65]([F:78])[CH:64]=1)[C:42]1[CH:47]=[C:46]([O:48]C)[CH:45]=[CH:44][C:43]=1[C:50]1[CH:59]=[CH:58][C:57]2[C:52](=[CH:53][CH:54]=[C:55]([O:60]C)[CH:56]=2)[CH:51]=1)[CH3:40], predict the reaction product. The product is: [CH2:39]([N:41]([CH2:62][C:63]1[CH:68]=[CH:67][C:66]([O:69][CH2:70][CH2:71][N:72]2[CH2:77][CH2:76][CH2:75][CH2:74][CH2:73]2)=[C:65]([F:78])[CH:64]=1)[C:42]1[CH:47]=[C:46]([OH:48])[CH:45]=[CH:44][C:43]=1[C:50]1[CH:51]=[C:52]2[C:57](=[CH:58][CH:59]=1)[CH:56]=[C:55]([OH:60])[CH:54]=[CH:53]2)[CH3:40]. (4) Given the reactants [C:1]([C:3]1([C:6]([OH:8])=O)[CH2:5][CH2:4]1)#[N:2].CCN(C(C)C)C(C)C.CN(C(ON1N=NC2C=CC=NC1=2)=[N+](C)C)C.F[P-](F)(F)(F)(F)F.Cl.[CH2:43]([O:45][C:46]1[CH:51]=[CH:50][C:49]([CH:52]2[CH2:57][CH2:56][N:55]([C:58]3[CH:63]=[CH:62][C:61]([C@@H:64]([NH2:66])[CH3:65])=[CH:60][CH:59]=3)[CH2:54][CH2:53]2)=[CH:48][CH:47]=1)[CH3:44], predict the reaction product. The product is: [CH2:43]([O:45][C:46]1[CH:47]=[CH:48][C:49]([CH:52]2[CH2:53][CH2:54][N:55]([C:58]3[CH:59]=[CH:60][C:61]([C@@H:64]([NH:66][C:6]([C:3]4([C:1]#[N:2])[CH2:5][CH2:4]4)=[O:8])[CH3:65])=[CH:62][CH:63]=3)[CH2:56][CH2:57]2)=[CH:50][CH:51]=1)[CH3:44]. (5) Given the reactants [NH2:1][C:2]1[CH:17]=[CH:16][C:5]2[N:6]([CH2:12][CH2:13][O:14][CH3:15])[C:7](=[O:11])[CH2:8][CH2:9][CH2:10][C:4]=2[C:3]=1[O:18][CH3:19].Cl[C:21]1[N:26]=[C:25]([NH:27][C:28]2[CH:37]=[CH:36][CH:35]=[CH:34][C:29]=2[C:30]([NH:32][CH3:33])=[O:31])[C:24]([Cl:38])=[CH:23][N:22]=1, predict the reaction product. The product is: [Cl:38][C:24]1[C:25]([NH:27][C:28]2[CH:37]=[CH:36][CH:35]=[CH:34][C:29]=2[C:30]([NH:32][CH3:33])=[O:31])=[N:26][C:21]([NH:1][C:2]2[CH:17]=[CH:16][C:5]3[N:6]([CH2:12][CH2:13][O:14][CH3:15])[C:7](=[O:11])[CH2:8][CH2:9][CH2:10][C:4]=3[C:3]=2[O:18][CH3:19])=[N:22][CH:23]=1. (6) Given the reactants C(N(CC)C(C)C)(C)C.[Br:10][C:11]1[N:16]=[CH:15][C:14]([C@H:17]([NH2:19])[CH3:18])=[CH:13][CH:12]=1.[F:20][C:21]1[CH:22]=[C:23]([C@@H:28]([NH:30][C:31]([C:33]2[C:38](F)=[N:37][CH:36]=[C:35]([C:40]#[N:41])[N:34]=2)=[O:32])[CH3:29])[CH:24]=[CH:25][C:26]=1[F:27].CS(C)=O, predict the reaction product. The product is: [F:20][C:21]1[CH:22]=[C:23]([C@@H:28]([NH:30][C:31]([C:33]2[C:38]([NH:19][C@@H:17]([C:14]3[CH:15]=[N:16][C:11]([Br:10])=[CH:12][CH:13]=3)[CH3:18])=[N:37][CH:36]=[C:35]([C:40]#[N:41])[N:34]=2)=[O:32])[CH3:29])[CH:24]=[CH:25][C:26]=1[F:27].